From a dataset of NCI-60 drug combinations with 297,098 pairs across 59 cell lines. Regression. Given two drug SMILES strings and cell line genomic features, predict the synergy score measuring deviation from expected non-interaction effect. (1) Drug 1: CC1=C2C(C(=O)C3(C(CC4C(C3C(C(C2(C)C)(CC1OC(=O)C(C(C5=CC=CC=C5)NC(=O)OC(C)(C)C)O)O)OC(=O)C6=CC=CC=C6)(CO4)OC(=O)C)OC)C)OC. Drug 2: C1=CN(C(=O)N=C1N)C2C(C(C(O2)CO)O)O.Cl. Cell line: IGROV1. Synergy scores: CSS=9.85, Synergy_ZIP=-16.6, Synergy_Bliss=-19.7, Synergy_Loewe=-27.2, Synergy_HSA=-16.4. (2) Drug 1: CC1C(C(=O)NC(C(=O)N2CCCC2C(=O)N(CC(=O)N(C(C(=O)O1)C(C)C)C)C)C(C)C)NC(=O)C3=C4C(=C(C=C3)C)OC5=C(C(=O)C(=C(C5=N4)C(=O)NC6C(OC(=O)C(N(C(=O)CN(C(=O)C7CCCN7C(=O)C(NC6=O)C(C)C)C)C)C(C)C)C)N)C. Drug 2: CC1=C2C(C(=O)C3(C(CC4C(C3C(C(C2(C)C)(CC1OC(=O)C(C(C5=CC=CC=C5)NC(=O)C6=CC=CC=C6)O)O)OC(=O)C7=CC=CC=C7)(CO4)OC(=O)C)O)C)OC(=O)C. Cell line: SF-539. Synergy scores: CSS=31.3, Synergy_ZIP=6.52, Synergy_Bliss=7.89, Synergy_Loewe=-8.61, Synergy_HSA=3.86. (3) Drug 2: CC1CCC2CC(C(=CC=CC=CC(CC(C(=O)C(C(C(=CC(C(=O)CC(OC(=O)C3CCCCN3C(=O)C(=O)C1(O2)O)C(C)CC4CCC(C(C4)OC)O)C)C)O)OC)C)C)C)OC. Cell line: 786-0. Synergy scores: CSS=20.4, Synergy_ZIP=-0.636, Synergy_Bliss=-2.76, Synergy_Loewe=-13.3, Synergy_HSA=-3.40. Drug 1: C1CCN(CC1)CCOC2=CC=C(C=C2)C(=O)C3=C(SC4=C3C=CC(=C4)O)C5=CC=C(C=C5)O. (4) Drug 1: CN(C)C1=NC(=NC(=N1)N(C)C)N(C)C. Drug 2: CC1=CC=C(C=C1)C2=CC(=NN2C3=CC=C(C=C3)S(=O)(=O)N)C(F)(F)F. Cell line: IGROV1. Synergy scores: CSS=-1.08, Synergy_ZIP=-2.40, Synergy_Bliss=-6.22, Synergy_Loewe=-5.17, Synergy_HSA=-5.17. (5) Drug 2: CC1=C2C(C(=O)C3(C(CC4C(C3C(C(C2(C)C)(CC1OC(=O)C(C(C5=CC=CC=C5)NC(=O)C6=CC=CC=C6)O)O)OC(=O)C7=CC=CC=C7)(CO4)OC(=O)C)O)C)OC(=O)C. Synergy scores: CSS=43.7, Synergy_ZIP=4.60, Synergy_Bliss=5.69, Synergy_Loewe=-7.65, Synergy_HSA=7.32. Drug 1: CN1CCC(CC1)COC2=C(C=C3C(=C2)N=CN=C3NC4=C(C=C(C=C4)Br)F)OC. Cell line: MCF7.